Dataset: Forward reaction prediction with 1.9M reactions from USPTO patents (1976-2016). Task: Predict the product of the given reaction. (1) Given the reactants [BH4-].[Na+].[C:3]([NH:6][C:7]1[C:8](=[O:20])[O:9][C:10]2[C:15]([CH:16]=1)=[CH:14][C:13]([N+:17]([O-])=O)=[CH:12][CH:11]=2)(=[O:5])[CH3:4], predict the reaction product. The product is: [C:3]([NH:6][C:7]1[C:8](=[O:20])[O:9][C:10]2[C:15]([CH:16]=1)=[CH:14][C:13]([NH2:17])=[CH:12][CH:11]=2)(=[O:5])[CH3:4]. (2) Given the reactants [F:1][C:2]1[CH:7]=[CH:6][CH:5]=[CH:4][C:3]=1[OH:8].[C:9](O)(=[O:11])[CH3:10], predict the reaction product. The product is: [C:9]([O:8][C:3]1[CH:4]=[CH:5][CH:6]=[CH:7][C:2]=1[F:1])(=[O:11])[CH3:10]. (3) Given the reactants C(OC(NC[C@@H](N(C(OCC[Si](C)(C)C)=O)CC(N)=O)CC1CCCCC1)=O)(C)(C)C.[CH3:32][C:33]1[CH:34]=[CH:35][C:36]([S:39]([OH:42])(=[O:41])=[O:40])=[CH:37][CH:38]=1.O, predict the reaction product. The product is: [C:33]1([CH3:32])[CH:34]=[CH:35][C:36]([S:39]([OH:42])(=[O:40])=[O:41])=[CH:37][CH:38]=1. (4) Given the reactants [Cl:1][C:2]1[CH:22]=[N:21][CH:20]=[CH:19][C:3]=1[C:4]([NH:6][C:7]1[CH:12]=[C:11]([Cl:13])[C:10]([C:14]([F:17])([F:16])[F:15])=[CH:9][C:8]=1[OH:18])=O.O1CCCC1.C1(P(C2C=CC=CC=2)C2C=CC=CC=2)C=CC=CC=1.N(C(OCC)=O)=NC(OCC)=O, predict the reaction product. The product is: [Cl:13][C:11]1[C:10]([C:14]([F:17])([F:16])[F:15])=[CH:9][C:8]2[O:18][C:4]([C:3]3[CH:19]=[CH:20][N:21]=[CH:22][C:2]=3[Cl:1])=[N:6][C:7]=2[CH:12]=1. (5) Given the reactants [C:1]([O:5][C:6](=[O:39])[N:7]([N:11]1[C:20]([CH3:21])=[C:19]([C:22](=[O:36])[NH:23][C@@H:24]([CH:32]2[CH2:35][CH2:34][CH2:33]2)[C:25]2[CH:30]=[CH:29][CH:28]=[C:27]([F:31])[CH:26]=2)[C:18]2[C:13](=[C:14]([F:37])[CH:15]=[CH:16][CH:17]=2)[C:12]1=[O:38])[CH2:8][CH2:9][CH3:10])([CH3:4])([CH3:3])[CH3:2].[Br:40]N1C(=O)CCC1=O.C(OOC(=O)C1C=CC=CC=1)(=O)C1C=CC=CC=1, predict the reaction product. The product is: [C:1]([O:5][C:6](=[O:39])[N:7]([N:11]1[C:20]([CH2:21][Br:40])=[C:19]([C:22](=[O:36])[NH:23][C@@H:24]([CH:32]2[CH2:35][CH2:34][CH2:33]2)[C:25]2[CH:30]=[CH:29][CH:28]=[C:27]([F:31])[CH:26]=2)[C:18]2[C:13](=[C:14]([F:37])[CH:15]=[CH:16][CH:17]=2)[C:12]1=[O:38])[CH2:8][CH2:9][CH3:10])([CH3:2])([CH3:3])[CH3:4]. (6) Given the reactants [CH2:1]([O:3][C:4]1[CH:8]=[C:7]([C:9]2[CH:14]=[CH:13][C:12]([OH:15])=[CH:11][CH:10]=2)[N:6]([C:16]2[CH:21]=[CH:20][C:19]([O:22][CH3:23])=[CH:18][CH:17]=2)[N:5]=1)[CH3:2].[H-].[Na+].Br[CH2:27][CH2:28][NH:29][C:30](=[O:36])[O:31][C:32]([CH3:35])([CH3:34])[CH3:33], predict the reaction product. The product is: [CH2:1]([O:3][C:4]1[CH:8]=[C:7]([C:9]2[CH:10]=[CH:11][C:12]([O:15][CH2:27][CH2:28][NH:29][C:30](=[O:36])[O:31][C:32]([CH3:35])([CH3:34])[CH3:33])=[CH:13][CH:14]=2)[N:6]([C:16]2[CH:21]=[CH:20][C:19]([O:22][CH3:23])=[CH:18][CH:17]=2)[N:5]=1)[CH3:2]. (7) Given the reactants [CH3:1][C@@H:2]([CH2:8][CH2:9][CH2:10][C:11]([CH3:14])([OH:13])[CH3:12])/[CH:3]=[CH:4]\[CH2:5][CH2:6][OH:7].[H][H], predict the reaction product. The product is: [CH3:1][C@@H:2]([CH2:8][CH2:9][CH2:10][C:11]([CH3:14])([OH:13])[CH3:12])[CH2:3][CH2:4][CH2:5][CH2:6][OH:7].